Dataset: NCI-60 drug combinations with 297,098 pairs across 59 cell lines. Task: Regression. Given two drug SMILES strings and cell line genomic features, predict the synergy score measuring deviation from expected non-interaction effect. (1) Drug 1: CCC1(CC2CC(C3=C(CCN(C2)C1)C4=CC=CC=C4N3)(C5=C(C=C6C(=C5)C78CCN9C7C(C=CC9)(C(C(C8N6C=O)(C(=O)OC)O)OC(=O)C)CC)OC)C(=O)OC)O.OS(=O)(=O)O. Drug 2: CCN(CC)CCCC(C)NC1=C2C=C(C=CC2=NC3=C1C=CC(=C3)Cl)OC. Cell line: EKVX. Synergy scores: CSS=14.1, Synergy_ZIP=-2.81, Synergy_Bliss=0.619, Synergy_Loewe=-4.91, Synergy_HSA=-4.68. (2) Drug 1: CC12CCC(CC1=CCC3C2CCC4(C3CC=C4C5=CN=CC=C5)C)O. Drug 2: CN(CCCl)CCCl.Cl. Cell line: SK-MEL-5. Synergy scores: CSS=4.94, Synergy_ZIP=-0.257, Synergy_Bliss=1.76, Synergy_Loewe=-5.36, Synergy_HSA=-3.31.